Task: Regression. Given two drug SMILES strings and cell line genomic features, predict the synergy score measuring deviation from expected non-interaction effect.. Dataset: NCI-60 drug combinations with 297,098 pairs across 59 cell lines Cell line: HS 578T. Drug 2: C1=CN(C(=O)N=C1N)C2C(C(C(O2)CO)O)O.Cl. Synergy scores: CSS=8.95, Synergy_ZIP=-2.63, Synergy_Bliss=-0.110, Synergy_Loewe=-20.3, Synergy_HSA=-4.93. Drug 1: CC(C1=C(C=CC(=C1Cl)F)Cl)OC2=C(N=CC(=C2)C3=CN(N=C3)C4CCNCC4)N.